From a dataset of Catalyst prediction with 721,799 reactions and 888 catalyst types from USPTO. Predict which catalyst facilitates the given reaction. (1) Reactant: C[Si]([N-][Si](C)(C)C)(C)C.[Li+].[C:11]([O:15][C:16]([N:18]1[C@H:23]2[CH:24]=[CH:25][C@@H:19]1[CH2:20][CH:21]([C:26]#[N:27])[CH2:22]2)=[O:17])([CH3:14])([CH3:13])[CH3:12].[Br:28][C:29]1[CH:30]=[N:31][CH:32]=[C:33](F)[CH:34]=1.C(OCC)(=O)C.C1CCCCC1. Product: [C:11]([O:15][C:16]([N:18]1[C@H:23]2[CH:24]=[CH:25][C@@H:19]1[CH2:20][C:21]([C:33]1[CH:32]=[N:31][CH:30]=[C:29]([Br:28])[CH:34]=1)([C:26]#[N:27])[CH2:22]2)=[O:17])([CH3:14])([CH3:12])[CH3:13]. The catalyst class is: 7. (2) Reactant: [O:1]=[C:2]1[N:6]([C:7]2[CH:12]=[CH:11][C:10]([N:13]3[CH2:18][CH2:17][O:16][CH2:15][C:14]3=[O:19])=[CH:9][CH:8]=2)[CH2:5][C@H:4]([CH2:20][N:21]2C(=O)C3C(=CC=CC=3)C2=O)[O:3]1.CN.CC(O)C.[ClH:38]. Product: [ClH:38].[NH2:21][CH2:20][C@@H:4]1[O:3][C:2](=[O:1])[N:6]([C:7]2[CH:12]=[CH:11][C:10]([N:13]3[CH2:18][CH2:17][O:16][CH2:15][C:14]3=[O:19])=[CH:9][CH:8]=2)[CH2:5]1. The catalyst class is: 5. (3) Reactant: Br[C:2]1[CH:21]=[CH:20][C:5]([C:6]([NH:8][C:9]2[S:10][C:11]3[CH:17]=[C:16]([O:18][CH3:19])[CH:15]=[CH:14][C:12]=3[N:13]=2)=[O:7])=[CH:4][CH:3]=1.C([Li])CCC.[N:27]1[CH:32]=[CH:31][CH:30]=[CH:29][C:28]=1[CH:33]=[O:34].[Cl-].[NH4+]. Product: [OH:34][CH:33]([C:28]1[CH:29]=[CH:30][CH:31]=[CH:32][N:27]=1)[C:2]1[CH:21]=[CH:20][C:5]([C:6]([NH:8][C:9]2[S:10][C:11]3[CH:17]=[C:16]([O:18][CH3:19])[CH:15]=[CH:14][C:12]=3[N:13]=2)=[O:7])=[CH:4][CH:3]=1. The catalyst class is: 1. (4) Reactant: Br[C:2]1[C:10]2[N:9]=[C:8]([CH3:11])[N:7]([CH2:12][C:13]3[CH:18]=[CH:17][CH:16]=[C:15]([C:19]([F:22])([F:21])[F:20])[C:14]=3[CH3:23])[C:6]=2[CH:5]=[C:4]([N:24]2[CH2:29][CH2:28][O:27][CH2:26][CH2:25]2)[CH:3]=1.[CH3:30]B1OB(C)OB(C)O1.C(=O)([O-])[O-].[K+].[K+].O. The catalyst class is: 77. Product: [CH3:11][C:8]1[N:7]([CH2:12][C:13]2[CH:18]=[CH:17][CH:16]=[C:15]([C:19]([F:20])([F:22])[F:21])[C:14]=2[CH3:23])[C:6]2[CH:5]=[C:4]([N:24]3[CH2:25][CH2:26][O:27][CH2:28][CH2:29]3)[CH:3]=[C:2]([CH3:30])[C:10]=2[N:9]=1. (5) Reactant: Cl[C:2]1[CH:7]=[C:6]([Cl:8])[N:5]=[C:4]([NH2:9])[N:3]=1.[CH:10]1([CH2:13][NH2:14])[CH2:12][CH2:11]1.CCN(C(C)C)C(C)C. Product: [Cl:8][C:6]1[N:5]=[C:4]([NH2:9])[N:3]=[C:2]([NH:14][CH2:13][CH:10]2[CH2:12][CH2:11]2)[CH:7]=1. The catalyst class is: 114. (6) Reactant: [NH:1]1[CH:5]=[CH:4][C:3]([C:6]([OH:8])=O)=[N:2]1.S(Cl)(Cl)=O. Product: [N:1]1[N:2]2[C:6](=[O:8])[C:3]3[N:2]([N:1]=[CH:5][CH:4]=3)[C:6](=[O:8])[C:3]2=[CH:4][CH:5]=1. The catalyst class is: 3.